This data is from Forward reaction prediction with 1.9M reactions from USPTO patents (1976-2016). The task is: Predict the product of the given reaction. Given the reactants [NH:1]1[CH2:6][CH2:5][CH2:4][CH2:3][CH2:2]1.Cl[C:8]1[C:13]([CH:14]([CH2:19][CH2:20][CH3:21])[C:15]([O:17][CH3:18])=[O:16])=[C:12]([CH3:22])[N:11]=[C:10]([C:23]2[CH:28]=[CH:27][CH:26]=[CH:25][CH:24]=2)[N:9]=1, predict the reaction product. The product is: [CH3:22][C:12]1[C:13]([CH:14]([CH2:19][CH2:20][CH3:21])[C:15]([O:17][CH3:18])=[O:16])=[C:8]([N:1]2[CH2:6][CH2:5][CH2:4][CH2:3][CH2:2]2)[N:9]=[C:10]([C:23]2[CH:28]=[CH:27][CH:26]=[CH:25][CH:24]=2)[N:11]=1.